Dataset: Forward reaction prediction with 1.9M reactions from USPTO patents (1976-2016). Task: Predict the product of the given reaction. (1) Given the reactants C([N:8]([C@@H](C1C=CC=CC=1)C)[C@H:9]([CH3:27])[C@@H:10]([OH:26])[CH2:11][N:12]1[CH2:17][CH2:16][CH2:15][C@@H:14]([CH2:18][C:19]2[CH:24]=[CH:23][C:22]([F:25])=[CH:21][CH:20]=2)[CH2:13]1)C1C=CC=CC=1.C(O)(=O)C, predict the reaction product. The product is: [NH2:8][C@H:9]([CH3:27])[C@@H:10]([OH:26])[CH2:11][N:12]1[CH2:17][CH2:16][CH2:15][C@@H:14]([CH2:18][C:19]2[CH:20]=[CH:21][C:22]([F:25])=[CH:23][CH:24]=2)[CH2:13]1. (2) The product is: [F:40][C:41]1[CH:49]=[C:48]2[C:44]([C:45]([C:21]3[CH:22]=[C:23]4[C:27](=[CH:28][CH:20]=3)[N:26]([CH2:29][CH:30]3[CH2:31][CH2:32][N:33]([C:36](=[O:38])[CH3:37])[CH2:34][CH2:35]3)[N:25]=[CH:24]4)=[CH:46][NH:47]2)=[CH:43][CH:42]=1. Given the reactants FC1C=C2C(C([C:20]3[CH:28]=[C:27]4[C:23]([CH:24]=[N:25][N:26]4[CH2:29][CH:30]4[CH2:35][CH2:34][N:33]([C:36](=[O:38])[CH3:37])[CH2:32][CH2:31]4)=[CH:22][CH:21]=3)=CN2S(C2C=CC=CC=2)(=O)=O)=CC=1.Cl.[F:40][C:41]1[CH:49]=[C:48]2[C:44]([C:45](C3C=CC4C(C=3)=NN(C3CCNCC3)C=4)=[CH:46][N:47]2S(C2C=CC=CC=2)(=O)=O)=[CH:43][CH:42]=1, predict the reaction product. (3) Given the reactants [C:1]1([CH2:7][CH2:8][CH2:9][CH2:10][NH2:11])[CH:6]=[CH:5][CH:4]=[CH:3][CH:2]=1.Cl[CH2:13][C:14]1[N:15]=[C:16]([C:19]2[CH:27]=[CH:26][C:22]([C:23](Cl)=[O:24])=[CH:21][CH:20]=2)[S:17][CH:18]=1.[CH:28]1([C:34](Cl)=[O:35])[CH2:33][CH2:32][CH2:31][CH2:30][CH2:29]1.C[O:38][C:39](=[O:50])[CH2:40][O:41][C:42]1[CH:47]=[CH:46][C:45]([CH2:48][NH2:49])=[CH:44][CH:43]=1, predict the reaction product. The product is: [CH:28]1([C:34]([N:49]([CH2:48][C:45]2[CH:46]=[CH:47][C:42]([O:41][CH2:40][C:39]([OH:50])=[O:38])=[CH:43][CH:44]=2)[CH2:13][C:14]2[N:15]=[C:16]([C:19]3[CH:27]=[CH:26][C:22]([C:23]([NH:11][CH2:10][CH2:9][CH2:8][CH2:7][C:1]4[CH:6]=[CH:5][CH:4]=[CH:3][CH:2]=4)=[O:24])=[CH:21][CH:20]=3)[S:17][CH:18]=2)=[O:35])[CH2:33][CH2:32][CH2:31][CH2:30][CH2:29]1. (4) The product is: [C:1]([NH:7][CH2:8][CH2:9][N:10]([CH2:11][CH2:12][C:13]([NH:15][CH2:16][CH2:17][S:18][C:19]([C:20]1[CH:21]=[CH:22][CH:23]=[CH:24][CH:25]=1)([C:32]1[CH:37]=[CH:36][CH:35]=[CH:34][CH:33]=1)[C:26]1[CH:27]=[CH:28][CH:29]=[CH:30][CH:31]=1)=[O:14])[C:43]([O:42][C:39]([CH3:41])([CH3:40])[CH3:38])=[O:44])([O:3][CH2:4][CH:5]=[CH2:6])=[O:2]. Given the reactants [C:1]([NH:7][CH2:8][CH2:9][NH:10][CH2:11][CH2:12][C:13]([NH:15][CH2:16][CH2:17][S:18][C:19]([C:32]1[CH:37]=[CH:36][CH:35]=[CH:34][CH:33]=1)([C:26]1[CH:31]=[CH:30][CH:29]=[CH:28][CH:27]=1)[C:20]1[CH:25]=[CH:24][CH:23]=[CH:22][CH:21]=1)=[O:14])([O:3][CH2:4][CH:5]=[CH2:6])=[O:2].[CH3:38][C:39]([O:42][C:43](O[C:43]([O:42][C:39]([CH3:41])([CH3:40])[CH3:38])=[O:44])=[O:44])([CH3:41])[CH3:40], predict the reaction product. (5) Given the reactants Br.[NH2:2][C:3]1[S:4][C:5](Br)=[CH:6][N:7]=1.[CH2:9]([SH:13])[CH2:10][CH2:11][CH3:12], predict the reaction product. The product is: [NH2:2][C:3]1[S:4][C:5]([S:13][CH2:9][CH2:10][CH2:11][CH3:12])=[CH:6][N:7]=1. (6) Given the reactants O.[OH-].[Li+:3].[O:4]1[CH:9]([C:10]([O:12]CC)=[O:11])[CH2:8][NH:7][C:6]2[CH:15]=[CH:16][CH:17]=[CH:18][C:5]1=2, predict the reaction product. The product is: [O:4]1[CH:9]([C:10]([O-:12])=[O:11])[CH2:8][NH:7][C:6]2[CH:15]=[CH:16][CH:17]=[CH:18][C:5]1=2.[Li+:3]. (7) The product is: [CH3:35][C:36]1[CH:37]=[C:38]([CH:41]=[CH:42][CH:43]=1)[CH2:39][NH:40][C:10]([C:3]1[C:4]2[C:9](=[CH:8][CH:7]=[CH:6][CH:5]=2)[NH:1][CH:2]=1)=[O:12]. Given the reactants [NH:1]1[C:9]2[C:4](=[CH:5][CH:6]=[CH:7][CH:8]=2)[C:3]([C:10]([OH:12])=O)=[CH:2]1.ON1C2C=CC=CC=2N=N1.CCN=C=NCCCN(C)C.Cl.[CH3:35][C:36]1[CH:37]=[C:38]([CH:41]=[CH:42][CH:43]=1)[CH2:39][NH2:40], predict the reaction product.